From a dataset of Reaction yield outcomes from USPTO patents with 853,638 reactions. Predict the reaction yield, written as a fraction of the theoretical maximum amount of product (1.0 means a 100% yield; for example, 0.34 means a 34% yield). (1) The reactants are [N:1]1[NH:2][C:3](=[O:7])[CH:4]=[CH:5][CH:6]=1.[H-].[Na+].[CH3:10][O:11][C:12](=[O:21])[CH:13](Br)[CH2:14][CH:15]1[CH2:19][CH2:18][CH2:17][CH2:16]1.O. The catalyst is O1CCCC1. The product is [CH3:10][O:11][C:12](=[O:21])[CH:13]([N:2]1[C:3](=[O:7])[CH:4]=[CH:5][CH:6]=[N:1]1)[CH2:14][CH:15]1[CH2:16][CH2:17][CH2:18][CH2:19]1. The yield is 0.570. (2) The reactants are ClC1C=C(C2ON=C(C3C=CC4OC(C5(NC(=O)OC(C)(C)C)COC(C)(C)OC5)=CC=4C=3)N=2)C=CC=1OCCC.[Cl:42][C:43]1[C:67]([C:68]2[N:72]=[C:71]([C:73]3[CH:78]=[CH:77][C:76]([CH2:79][CH2:80][CH3:81])=[CH:75][CH:74]=3)[O:70][N:69]=2)=[CH:66][C:46]2[CH:47]=[C:48]([C:50]3([NH:58]C(=O)OC(C)(C)C)[CH2:55][O:54]C(C)(C)[O:52][CH2:51]3)[O:49][C:45]=2[CH:44]=1. No catalyst specified. The product is [NH2:58][C:50]([C:48]1[O:49][C:45]2[CH:44]=[C:43]([Cl:42])[C:67]([C:68]3[N:72]=[C:71]([C:73]4[CH:74]=[CH:75][C:76]([CH2:79][CH2:80][CH3:81])=[CH:77][CH:78]=4)[O:70][N:69]=3)=[CH:66][C:46]=2[CH:47]=1)([CH2:51][OH:52])[CH2:55][OH:54]. The yield is 0.400. (3) The product is [NH2:28][CH2:29][C:30]1[CH:38]=[CH:37][C:33]([C:34]([NH:6][C:5]2[CH:7]=[CH:8][C:2]([Cl:1])=[CH:3][C:4]=2[N:9]2[CH2:14][CH2:13][N:12]([CH2:15][CH2:16][C:17]([F:19])([F:18])[F:20])[CH2:11][CH2:10]2)=[O:35])=[C:32]([F:39])[C:31]=1[F:40]. The reactants are [Cl:1][C:2]1[CH:8]=[CH:7][C:5]([NH2:6])=[C:4]([N:9]2[CH2:14][CH2:13][N:12]([CH2:15][CH2:16][C:17]([F:20])([F:19])[F:18])[CH2:11][CH2:10]2)[CH:3]=1.C(OC([NH:28][CH2:29][C:30]1[CH:38]=[CH:37][C:33]([C:34](O)=[O:35])=[C:32]([F:39])[C:31]=1[F:40])=O)(C)(C)C.CN(C(ON1N=NC2C=CC=NC1=2)=[N+](C)C)C.F[P-](F)(F)(F)(F)F.CCN(C(C)C)C(C)C. The yield is 0.850. The catalyst is CN(C=O)C.